Task: Predict the reaction yield, written as a fraction of the theoretical maximum amount of product (1.0 means a 100% yield; for example, 0.34 means a 34% yield).. Dataset: Reaction yield outcomes from USPTO patents with 853,638 reactions The reactants are C[O:2][C:3](=[O:23])[C@H:4]([CH2:13][S:14][C:15]1[CH:20]=[CH:19][C:18]([Br:21])=[CH:17][C:16]=1[NH2:22])[NH:5][C:6]([O:8][C:9]([CH3:12])([CH3:11])[CH3:10])=[O:7].[OH-].[Na+]. The catalyst is CC(OC)(C)C. The product is [C:9]([O:8][C:6]([NH:5][C@H:4]([C:3]([OH:23])=[O:2])[CH2:13][S:14][C:15]1[CH:20]=[CH:19][C:18]([Br:21])=[CH:17][C:16]=1[NH2:22])=[O:7])([CH3:12])([CH3:10])[CH3:11]. The yield is 0.818.